Task: Regression. Given two drug SMILES strings and cell line genomic features, predict the synergy score measuring deviation from expected non-interaction effect.. Dataset: NCI-60 drug combinations with 297,098 pairs across 59 cell lines (1) Drug 1: CC1C(C(CC(O1)OC2CC(CC3=C2C(=C4C(=C3O)C(=O)C5=C(C4=O)C(=CC=C5)OC)O)(C(=O)CO)O)N)O.Cl. Drug 2: CCC1=CC2CC(C3=C(CN(C2)C1)C4=CC=CC=C4N3)(C5=C(C=C6C(=C5)C78CCN9C7C(C=CC9)(C(C(C8N6C)(C(=O)OC)O)OC(=O)C)CC)OC)C(=O)OC.C(C(C(=O)O)O)(C(=O)O)O. Cell line: U251. Synergy scores: CSS=43.6, Synergy_ZIP=2.07, Synergy_Bliss=-0.446, Synergy_Loewe=-10.1, Synergy_HSA=0.128. (2) Synergy scores: CSS=49.7, Synergy_ZIP=2.33, Synergy_Bliss=-0.595, Synergy_Loewe=-0.762, Synergy_HSA=0.709. Cell line: NCI-H460. Drug 2: CN(CCCl)CCCl.Cl. Drug 1: CC1CCC2CC(C(=CC=CC=CC(CC(C(=O)C(C(C(=CC(C(=O)CC(OC(=O)C3CCCCN3C(=O)C(=O)C1(O2)O)C(C)CC4CCC(C(C4)OC)OCCO)C)C)O)OC)C)C)C)OC. (3) Drug 1: CC(CN1CC(=O)NC(=O)C1)N2CC(=O)NC(=O)C2. Drug 2: C1=CC(=CC=C1CCCC(=O)O)N(CCCl)CCCl. Cell line: SK-MEL-5. Synergy scores: CSS=39.3, Synergy_ZIP=-1.87, Synergy_Bliss=0.780, Synergy_Loewe=-0.709, Synergy_HSA=3.25. (4) Cell line: NCI-H522. Drug 2: CNC(=O)C1=NC=CC(=C1)OC2=CC=C(C=C2)NC(=O)NC3=CC(=C(C=C3)Cl)C(F)(F)F. Drug 1: CNC(=O)C1=CC=CC=C1SC2=CC3=C(C=C2)C(=NN3)C=CC4=CC=CC=N4. Synergy scores: CSS=23.6, Synergy_ZIP=-8.31, Synergy_Bliss=-2.97, Synergy_Loewe=-5.15, Synergy_HSA=-3.51. (5) Drug 1: CC1=C(C=C(C=C1)NC2=NC=CC(=N2)N(C)C3=CC4=NN(C(=C4C=C3)C)C)S(=O)(=O)N.Cl. Drug 2: C1=NC(=NC(=O)N1C2C(C(C(O2)CO)O)O)N. Cell line: HOP-92. Synergy scores: CSS=9.62, Synergy_ZIP=-3.12, Synergy_Bliss=-0.380, Synergy_Loewe=-0.744, Synergy_HSA=0.512. (6) Drug 1: CC1=CC2C(CCC3(C2CCC3(C(=O)C)OC(=O)C)C)C4(C1=CC(=O)CC4)C. Drug 2: CC1CCCC2(C(O2)CC(NC(=O)CC(C(C(=O)C(C1O)C)(C)C)O)C(=CC3=CSC(=N3)C)C)C. Cell line: SNB-19. Synergy scores: CSS=-1.47, Synergy_ZIP=6.65, Synergy_Bliss=5.23, Synergy_Loewe=-6.02, Synergy_HSA=-2.99. (7) Drug 1: CC1C(C(CC(O1)OC2CC(CC3=C2C(=C4C(=C3O)C(=O)C5=C(C4=O)C(=CC=C5)OC)O)(C(=O)C)O)N)O.Cl. Drug 2: CC1=C(C=C(C=C1)NC(=O)C2=CC=C(C=C2)CN3CCN(CC3)C)NC4=NC=CC(=N4)C5=CN=CC=C5. Cell line: M14. Synergy scores: CSS=16.6, Synergy_ZIP=6.09, Synergy_Bliss=9.47, Synergy_Loewe=-3.37, Synergy_HSA=5.62. (8) Synergy scores: CSS=-4.86, Synergy_ZIP=-0.797, Synergy_Bliss=-6.54, Synergy_Loewe=-5.37, Synergy_HSA=-6.76. Drug 1: CC12CCC3C(C1CCC2O)C(CC4=C3C=CC(=C4)O)CCCCCCCCCS(=O)CCCC(C(F)(F)F)(F)F. Cell line: LOX IMVI. Drug 2: C1CNP(=O)(OC1)N(CCCl)CCCl. (9) Drug 1: CN(CCCl)CCCl.Cl. Drug 2: CC1CCCC2(C(O2)CC(NC(=O)CC(C(C(=O)C(C1O)C)(C)C)O)C(=CC3=CSC(=N3)C)C)C. Cell line: SK-OV-3. Synergy scores: CSS=20.5, Synergy_ZIP=-4.62, Synergy_Bliss=-11.7, Synergy_Loewe=-49.3, Synergy_HSA=-16.1. (10) Drug 1: CS(=O)(=O)C1=CC(=C(C=C1)C(=O)NC2=CC(=C(C=C2)Cl)C3=CC=CC=N3)Cl. Drug 2: CC1C(C(CC(O1)OC2CC(CC3=C2C(=C4C(=C3O)C(=O)C5=C(C4=O)C(=CC=C5)OC)O)(C(=O)C)O)N)O.Cl. Cell line: SN12C. Synergy scores: CSS=41.3, Synergy_ZIP=14.5, Synergy_Bliss=17.8, Synergy_Loewe=-2.71, Synergy_HSA=17.4.